The task is: Predict the product of the given reaction.. This data is from Forward reaction prediction with 1.9M reactions from USPTO patents (1976-2016). (1) Given the reactants [ClH:1].NC(=O)[C@@H]([NH:11][C:12](=[O:32])[CH2:13][C:14]([NH:16][C:17]1[CH:22]=[CH:21][C:20]([O:23][C:24]2[CH:29]=[CH:28][N:27]=[C:26]([NH2:30])[CH:25]=2)=[C:19]([F:31])[CH:18]=1)=[O:15])C1C=CC=CC=1.[CH:34]1(N)[CH2:39][CH2:38][CH2:37][CH2:36][CH2:35]1, predict the reaction product. The product is: [ClH:1].[NH2:30][C:26]1[CH:25]=[C:24]([O:23][C:20]2[CH:21]=[CH:22][C:17]([NH:16][C:14](=[O:15])[CH2:13][C:12]([NH:11][CH:34]3[CH2:39][CH2:38][CH2:37][CH2:36][CH2:35]3)=[O:32])=[CH:18][C:19]=2[F:31])[CH:29]=[CH:28][N:27]=1. (2) Given the reactants [NH:1]1[CH2:5][CH2:4][CH2:3][CH2:2]1.C(N(CC)CC)C.Cl.[F:14][C:15]([F:49])([F:48])[C:16]1[CH:21]=[C:20]([C:22]2[CH:27]=[CH:26][C:25]([C:28]([F:31])([F:30])[F:29])=[CH:24][CH:23]=2)[N:19]=[C:18]([C:32]2[CH:37]=[CH:36][N:35]=[C:34]([C:38]3[CH:39]=[C:40]([S:44](Cl)(=[O:46])=[O:45])[CH:41]=[CH:42][CH:43]=3)[CH:33]=2)[N:17]=1, predict the reaction product. The product is: [N:1]1([S:44]([C:40]2[CH:39]=[C:38]([C:34]3[CH:33]=[C:32]([C:18]4[N:17]=[C:16]([C:15]([F:14])([F:48])[F:49])[CH:21]=[C:20]([C:22]5[CH:27]=[CH:26][C:25]([C:28]([F:31])([F:29])[F:30])=[CH:24][CH:23]=5)[N:19]=4)[CH:37]=[CH:36][N:35]=3)[CH:43]=[CH:42][CH:41]=2)(=[O:45])=[O:46])[CH2:5][CH2:4][CH2:3][CH2:2]1. (3) Given the reactants [O:1]=[CH:2][CH2:3][CH2:4][C:5]1[C:6]([C:41]([O:43][C:44]([CH3:47])([CH3:46])[CH3:45])=[O:42])=[N:7][C:8]([N:11]2[CH2:20][CH2:19][C:18]3[C:13](=[C:14]([C:21](=[O:40])/[N:22]=[C:23]4\[S:24][C:25]5[CH:39]=[CH:38][CH:37]=[CH:36][C:26]=5[N:27]\4[CH2:28][O:29][CH2:30][CH2:31][Si:32]([CH3:35])([CH3:34])[CH3:33])[CH:15]=[CH:16][CH:17]=3)[CH2:12]2)=[CH:9][CH:10]=1.[BH4-].[Na+], predict the reaction product. The product is: [OH:1][CH2:2][CH2:3][CH2:4][C:5]1[C:6]([C:41]([O:43][C:44]([CH3:47])([CH3:46])[CH3:45])=[O:42])=[N:7][C:8]([N:11]2[CH2:20][CH2:19][C:18]3[C:13](=[C:14]([C:21](=[O:40])/[N:22]=[C:23]4\[S:24][C:25]5[CH:39]=[CH:38][CH:37]=[CH:36][C:26]=5[N:27]\4[CH2:28][O:29][CH2:30][CH2:31][Si:32]([CH3:35])([CH3:34])[CH3:33])[CH:15]=[CH:16][CH:17]=3)[CH2:12]2)=[CH:9][CH:10]=1. (4) Given the reactants [Br:1][C:2]1[CH:7]=[C:6]([NH:8][C:9]([CH3:11])=[O:10])[CH:5]=[CH:4][C:3]=1[O:12][CH3:13].[N+:14]([O-])([OH:16])=[O:15].O, predict the reaction product. The product is: [Br:1][C:2]1[CH:7]=[C:6]([NH:8][C:9]([CH3:11])=[O:10])[C:5]([N+:14]([O-:16])=[O:15])=[CH:4][C:3]=1[O:12][CH3:13]. (5) Given the reactants [CH3:1][N:2]1[C:10]2[C:5](=[CH:6][C:7]([C:11]([O:13]C)=[O:12])=[CH:8][CH:9]=2)[CH:4]=[CH:3]1.[OH-].[Na+], predict the reaction product. The product is: [CH3:1][N:2]1[C:10]2[C:5](=[CH:6][C:7]([C:11]([OH:13])=[O:12])=[CH:8][CH:9]=2)[CH:4]=[CH:3]1. (6) Given the reactants [F:1][CH:2]([F:27])[C:3]1[N:4]([CH2:25][CH3:26])[C:5]2[C:10]([N:11]=1)=[C:9]([NH:12][C@H:13]1[CH2:17][CH2:16][N:15](C(OC(C)(C)C)=O)[CH2:14]1)[N:8]=[CH:7][N:6]=2.Cl.C(=O)([O-])O.[Na+], predict the reaction product. The product is: [F:27][CH:2]([F:1])[C:3]1[N:4]([CH2:25][CH3:26])[C:5]2[C:10]([N:11]=1)=[C:9]([NH:12][C@H:13]1[CH2:17][CH2:16][NH:15][CH2:14]1)[N:8]=[CH:7][N:6]=2. (7) Given the reactants [NH2:1][CH2:2][CH:3]1[CH2:7][CH2:6][N:5]([C:8]([O:10][C:11]([CH3:14])([CH3:13])[CH3:12])=[O:9])[CH2:4]1.CN(C)/[CH:17]=[C:18](/[C:24](=[O:33])[C:25]1[CH:30]=[C:29]([I:31])[CH:28]=[CH:27][C:26]=1F)\[C:19]([O:21][CH2:22][CH3:23])=[O:20].C(=O)([O-])[O-].[K+].[K+], predict the reaction product. The product is: [C:11]([O:10][C:8]([N:5]1[CH2:6][CH2:7][CH:3]([CH2:2][N:1]2[C:26]3[C:25](=[CH:30][C:29]([I:31])=[CH:28][CH:27]=3)[C:24](=[O:33])[C:18]([C:19]([O:21][CH2:22][CH3:23])=[O:20])=[CH:17]2)[CH2:4]1)=[O:9])([CH3:14])([CH3:13])[CH3:12]. (8) Given the reactants [Al+3].[Cl-].[Cl-].[Cl-].[NH2:5][N:6]1[CH2:11][CH2:10][CH2:9][CH2:8][CH2:7]1.C[O:13][C:14]([C:16]1[C:20]([CH2:21][OH:22])=[C:19]([C:23]2[CH:28]=[CH:27][C:26]([OH:29])=[CH:25][CH:24]=2)[N:18]([C:30]2[CH:35]=[CH:34][C:33]([Cl:36])=[CH:32][C:31]=2[Cl:37])[N:17]=1)=O, predict the reaction product. The product is: [N:6]1([NH:5][C:14]([C:16]2[C:20]([CH2:21][OH:22])=[C:19]([C:23]3[CH:28]=[CH:27][C:26]([OH:29])=[CH:25][CH:24]=3)[N:18]([C:30]3[CH:35]=[CH:34][C:33]([Cl:36])=[CH:32][C:31]=3[Cl:37])[N:17]=2)=[O:13])[CH2:11][CH2:10][CH2:9][CH2:8][CH2:7]1. (9) Given the reactants [C:1]([C:3]1[O:4][C:5]2[CH:11]=[CH:10][C:9]([N:12]3[CH2:17][CH2:16][N:15](C(OC(C)(C)C)=O)[CH2:14][CH2:13]3)=[CH:8][C:6]=2[CH:7]=1)#[N:2].C(Cl)[Cl:26], predict the reaction product. The product is: [Cl-:26].[C:1]([C:3]1[O:4][C:5]2[CH:11]=[CH:10][C:9]([N:12]3[CH2:17][CH2:16][NH2+:15][CH2:14][CH2:13]3)=[CH:8][C:6]=2[CH:7]=1)#[N:2].